The task is: Regression. Given two drug SMILES strings and cell line genomic features, predict the synergy score measuring deviation from expected non-interaction effect.. This data is from NCI-60 drug combinations with 297,098 pairs across 59 cell lines. (1) Drug 2: CC=C1C(=O)NC(C(=O)OC2CC(=O)NC(C(=O)NC(CSSCCC=C2)C(=O)N1)C(C)C)C(C)C. Drug 1: CC1=C(C=C(C=C1)NC2=NC=CC(=N2)N(C)C3=CC4=NN(C(=C4C=C3)C)C)S(=O)(=O)N.Cl. Synergy scores: CSS=69.0, Synergy_ZIP=-5.37, Synergy_Bliss=-8.29, Synergy_Loewe=-6.71, Synergy_HSA=-5.65. Cell line: U251. (2) Drug 1: CC1=C(C=C(C=C1)NC(=O)C2=CC=C(C=C2)CN3CCN(CC3)C)NC4=NC=CC(=N4)C5=CN=CC=C5. Drug 2: CC12CCC3C(C1CCC2O)C(CC4=C3C=CC(=C4)O)CCCCCCCCCS(=O)CCCC(C(F)(F)F)(F)F. Cell line: HOP-62. Synergy scores: CSS=4.45, Synergy_ZIP=-1.98, Synergy_Bliss=-2.25, Synergy_Loewe=-0.000774, Synergy_HSA=-1.65.